Dataset: Catalyst prediction with 721,799 reactions and 888 catalyst types from USPTO. Task: Predict which catalyst facilitates the given reaction. (1) Reactant: [CH3:1][C:2]1([CH3:18])[CH2:5][C:4]([C:12]([O:14]C(C)C)=[O:13])([C:6]([O:8]C(C)C)=[O:7])[CH2:3]1.[OH-].[K+]. Product: [CH3:1][C:2]1([CH3:18])[CH2:5][C:4]([C:6]([OH:8])=[O:7])([C:12]([OH:14])=[O:13])[CH2:3]1. The catalyst class is: 40. (2) Reactant: C(OC(=O)[N:7]([C:26]1[CH:31]=[CH:30][C:29]([F:32])=[C:28]([F:33])[CH:27]=1)[CH2:8][CH2:9][NH:10][CH2:11][C:12]1([C:19]2[CH:24]=[CH:23][C:22]([I:25])=[CH:21][CH:20]=2)[CH2:17][CH2:16][N:15]([CH3:18])[CH2:14][CH2:13]1)(C)(C)C.C(O)(C(F)(F)F)=O. Product: [F:33][C:28]1[CH:27]=[C:26]([NH:7][CH2:8][CH2:9][NH:10][CH2:11][C:12]2([C:19]3[CH:24]=[CH:23][C:22]([I:25])=[CH:21][CH:20]=3)[CH2:13][CH2:14][N:15]([CH3:18])[CH2:16][CH2:17]2)[CH:31]=[CH:30][C:29]=1[F:32]. The catalyst class is: 2. (3) Reactant: [C:1](Cl)(=[O:5])[CH2:2][CH2:3][CH3:4].[Cl-].[Cl-].[Cl-].[Al+3].[C:11]1([C:21]2[N:25]3[CH:26]=[CH:27][CH:28]=[CH:29][C:24]3=[CH:23][N:22]=2)[C:20]2[C:15](=[CH:16][CH:17]=[CH:18][CH:19]=2)[CH:14]=[CH:13][CH:12]=1. Product: [C:11]1([C:21]2[N:25]3[CH:26]=[CH:27][CH:28]=[CH:29][C:24]3=[C:23]([C:1](=[O:5])[CH2:2][CH2:3][CH3:4])[N:22]=2)[C:20]2[C:15](=[CH:16][CH:17]=[CH:18][CH:19]=2)[CH:14]=[CH:13][CH:12]=1. The catalyst class is: 4. (4) Reactant: Cl[CH2:2][CH2:3][CH2:4][N:5]1[C:14]2[C:9](=[CH:10][C:11]([CH3:15])=[CH:12][CH:13]=2)[CH2:8][CH2:7][C:6]1=[O:16].[CH2:17]([O:20][CH:21]1[CH2:26][CH2:25][NH:24][CH2:23][CH2:22]1)[CH2:18][CH3:19].C([O-])([O-])=O.[K+].[K+]. Product: [CH3:15][C:11]1[CH:10]=[C:9]2[C:14](=[CH:13][CH:12]=1)[N:5]([CH2:4][CH2:3][CH2:2][N:24]1[CH2:25][CH2:26][CH:21]([O:20][CH2:17][CH2:18][CH3:19])[CH2:22][CH2:23]1)[C:6](=[O:16])[CH2:7][CH2:8]2. The catalyst class is: 23.